This data is from Forward reaction prediction with 1.9M reactions from USPTO patents (1976-2016). The task is: Predict the product of the given reaction. Given the reactants I[C:2]1[CH:16]=[CH:15][C:5]([CH2:6][C:7]2[CH:12]=[CH:11][C:10]([O:13][CH3:14])=[CH:9][CH:8]=2)=[CH:4][CH:3]=1.C([O-])(O)=O.[Na+].[S:22]1[CH:26]=[CH:25][CH:24]=[C:23]1B(O)O, predict the reaction product. The product is: [CH3:14][O:13][C:10]1[CH:11]=[CH:12][C:7]([CH2:6][C:5]2[CH:15]=[CH:16][C:2]([C:24]3[CH:25]=[CH:26][S:22][CH:23]=3)=[CH:3][CH:4]=2)=[CH:8][CH:9]=1.